Task: Predict the reaction yield, written as a fraction of the theoretical maximum amount of product (1.0 means a 100% yield; for example, 0.34 means a 34% yield).. Dataset: Reaction yield outcomes from USPTO patents with 853,638 reactions (1) The reactants are [CH2:1]([O:8][C:9]([NH:11][C@@H:12]([CH2:20][C:21]1[CH:26]=[CH:25][C:24]([C:27]2[N:32]=[CH:31][C:30]([Br:33])=[CH:29][N:28]=2)=[CH:23][CH:22]=1)[C:13]([O:15]C(C)(C)C)=[O:14])=[O:10])[C:2]1[CH:7]=[CH:6][CH:5]=[CH:4][CH:3]=1.C(O)(C(F)(F)F)=O. The catalyst is C(Cl)Cl. The product is [CH2:1]([O:8][C:9]([NH:11][C@@H:12]([CH2:20][C:21]1[CH:26]=[CH:25][C:24]([C:27]2[N:32]=[CH:31][C:30]([Br:33])=[CH:29][N:28]=2)=[CH:23][CH:22]=1)[C:13]([OH:15])=[O:14])=[O:10])[C:2]1[CH:7]=[CH:6][CH:5]=[CH:4][CH:3]=1. The yield is 1.00. (2) The reactants are Cl.[Cl:2][C:3]1[CH:8]=[CH:7][C:6]([S:9]([CH:12]([C:17]2[CH:22]=[C:21]([F:23])[CH:20]=[CH:19][C:18]=2[F:24])[CH2:13][CH2:14][CH2:15][NH2:16])(=[O:11])=[O:10])=[CH:5][CH:4]=1.CN1CCOCC1.Cl[CH2:33][CH2:34][CH2:35][C:36](Cl)=[O:37].[H-].[Na+]. The catalyst is ClCCl.O1CCCC1.CN(C)C=O.CCCCCC.O. The product is [Cl:2][C:3]1[CH:4]=[CH:5][C:6]([S:9]([CH:12]([C:17]2[CH:22]=[C:21]([F:23])[CH:20]=[CH:19][C:18]=2[F:24])[CH2:13][CH2:14][CH2:15][N:16]2[CH2:33][CH2:34][CH2:35][C:36]2=[O:37])(=[O:11])=[O:10])=[CH:7][CH:8]=1. The yield is 0.820. (3) The reactants are [C:1]([O:5][C:6]([N:8]1[CH2:25][CH2:24][N:11]2[C:12](=[O:23])[C:13]3[C:18]([C:10]2=[C:9]1[CH3:26])=[CH:17][CH:16]=[CH:15][C:14]=3[C:19]([F:22])([F:21])[F:20])=[O:7])([CH3:4])([CH3:3])[CH3:2]. The product is [C:1]([O:5][C:6]([N:8]1[CH2:25][CH2:24][N:11]2[C:12](=[O:23])[C:13]3[C:18]([CH:10]2[CH:9]1[CH3:26])=[CH:17][CH:16]=[CH:15][C:14]=3[C:19]([F:21])([F:20])[F:22])=[O:7])([CH3:4])([CH3:2])[CH3:3]. The catalyst is CO.[Pd]. The yield is 0.940.